From a dataset of NCI-60 drug combinations with 297,098 pairs across 59 cell lines. Regression. Given two drug SMILES strings and cell line genomic features, predict the synergy score measuring deviation from expected non-interaction effect. Drug 1: CC12CCC(CC1=CCC3C2CCC4(C3CC=C4C5=CN=CC=C5)C)O. Drug 2: CN(C(=O)NC(C=O)C(C(C(CO)O)O)O)N=O. Cell line: NCIH23. Synergy scores: CSS=0.460, Synergy_ZIP=-2.01, Synergy_Bliss=-3.63, Synergy_Loewe=-6.75, Synergy_HSA=-3.87.